Dataset: Forward reaction prediction with 1.9M reactions from USPTO patents (1976-2016). Task: Predict the product of the given reaction. (1) Given the reactants [CH:1]([C:3]1[CH:8]=[C:7]([CH3:9])[C:6]([CH:10]=[CH:11][C:12]([OH:14])=[O:13])=[C:5]([CH3:15])[CH:4]=1)=[O:2].CCN(C(C)C)C(C)C, predict the reaction product. The product is: [OH:2][CH2:1][C:3]1[CH:8]=[C:7]([CH3:9])[C:6]([CH2:10][CH2:11][C:12]([OH:14])=[O:13])=[C:5]([CH3:15])[CH:4]=1. (2) Given the reactants [CH2:1]([C:8]1[CH:13]=[C:12]([C:14]([O:16][CH3:17])=[O:15])[CH:11]=[CH:10][N:9]=1)[C:2]1[CH:7]=[CH:6][CH:5]=[CH:4][CH:3]=1.Br[CH2:19][C:20](=O)[CH2:21][C:22]1[CH:27]=[CH:26][CH:25]=[C:24]([F:28])[C:23]=1[CH3:29].C(=O)([O-])[O-].[Na+].[Na+], predict the reaction product. The product is: [CH3:17][O:16][C:14]([C:12]1[CH:11]=[CH:10][N:9]2[C:8]([CH:13]=1)=[C:1]([C:2]1[CH:3]=[CH:4][CH:5]=[CH:6][CH:7]=1)[C:20]([CH2:21][C:22]1[CH:27]=[CH:26][CH:25]=[C:24]([F:28])[C:23]=1[CH3:29])=[CH:19]2)=[O:15]. (3) The product is: [C:2]1([C:1]2[O:8][C:11](=[O:12])[S:13][N:9]=2)[CH:7]=[CH:6][CH:5]=[CH:4][CH:3]=1. Given the reactants [C:1]([NH2:9])(=[O:8])[C:2]1[CH:7]=[CH:6][CH:5]=[CH:4][CH:3]=1.Cl[C:11]([S:13]Cl)=[O:12], predict the reaction product.